From a dataset of Full USPTO retrosynthesis dataset with 1.9M reactions from patents (1976-2016). Predict the reactants needed to synthesize the given product. Given the product [OH:29][C@@:22]1([C:20]#[C:21][C:2]2[CH:3]=[C:4]([N:8]3[C:12]4=[N:13][CH:14]=[CH:15][CH:16]=[C:11]4[C:10]([C:17]([NH2:19])=[O:18])=[N:9]3)[CH:5]=[CH:6][CH:7]=2)[CH2:26][CH2:25][N:24]([CH3:27])[C:23]1=[O:28], predict the reactants needed to synthesize it. The reactants are: Br[C:2]1[CH:3]=[C:4]([N:8]2[C:12]3=[N:13][CH:14]=[CH:15][CH:16]=[C:11]3[C:10]([C:17]([NH2:19])=[O:18])=[N:9]2)[CH:5]=[CH:6][CH:7]=1.[C:20]([C@:22]1([OH:29])[CH2:26][CH2:25][N:24]([CH3:27])[C:23]1=[O:28])#[CH:21].